From a dataset of Forward reaction prediction with 1.9M reactions from USPTO patents (1976-2016). Predict the product of the given reaction. Given the reactants [Cl:1][C:2]1[N:7]=[C:6](Cl)[C:5]([CH2:9][CH3:10])=[CH:4][N:3]=1.[CH3:11][NH:12][CH3:13], predict the reaction product. The product is: [Cl:1][C:2]1[N:7]=[C:6]([N:12]([CH3:13])[CH3:11])[C:5]([CH2:9][CH3:10])=[CH:4][N:3]=1.